From a dataset of Catalyst prediction with 721,799 reactions and 888 catalyst types from USPTO. Predict which catalyst facilitates the given reaction. (1) Reactant: [C:1]([C:5]1[CH:13]=[CH:12][C:8]([C:9]([OH:11])=[O:10])=[C:7]([CH3:14])[CH:6]=1)([CH3:4])([CH3:3])[CH3:2].[C:15](Cl)(=O)[C:16](Cl)=O. Product: [C:1]([C:5]1[CH:13]=[CH:12][C:8]([C:9]([O:11][CH2:15][CH3:16])=[O:10])=[C:7]([CH3:14])[CH:6]=1)([CH3:4])([CH3:3])[CH3:2]. The catalyst class is: 59. (2) The catalyst class is: 1. Reactant: [C:1]([O:7][CH2:8][C@H:9]([C:27]1[CH:32]=[CH:31][C:30]([C:33]([F:36])([F:35])[F:34])=[CH:29][CH:28]=1)[C@H:10]([C:20]([O:22][C:23]([CH3:26])([CH3:25])[CH3:24])=[O:21])[CH2:11][O:12][Si](C(C)(C)C)(C)C)(=[O:6])[C:2]([CH3:5])([CH3:4])[CH3:3].CCCC[N+](CCCC)(CCCC)CCCC.[F-]. Product: [C:1]([O:7][CH2:8][C@H:9]([C:27]1[CH:32]=[CH:31][C:30]([C:33]([F:34])([F:35])[F:36])=[CH:29][CH:28]=1)[C@H:10]([C:20]([O:22][C:23]([CH3:25])([CH3:26])[CH3:24])=[O:21])[CH2:11][OH:12])(=[O:6])[C:2]([CH3:3])([CH3:4])[CH3:5]. (3) Reactant: [CH3:1]/[C:2](=[CH:8]\[CH:9]=[CH:10]\[CH2:11][CH2:12]/[CH:13]=[CH:14]\[CH2:15]/[CH:16]=[CH:17]\[CH2:18]/[CH:19]=[CH:20]\[CH2:21]/[CH:22]=[CH:23]\[CH2:24][CH3:25])/[C:3]([O:5]CC)=[O:4].[OH-].[K+].O. Product: [CH3:1]/[C:2](=[CH:8]\[CH:9]=[CH:10]\[CH2:11][CH2:12]/[CH:13]=[CH:14]\[CH2:15]/[CH:16]=[CH:17]\[CH2:18]/[CH:19]=[CH:20]\[CH2:21]/[CH:22]=[CH:23]\[CH2:24][CH3:25])/[C:3]([OH:5])=[O:4]. The catalyst class is: 5. (4) Reactant: [C:1]([CH:3]=[C:4]1[CH2:7][N:6]([C:8]2([CH3:21])[CH2:13][CH2:12][N:11]([C:14]([O:16][C:17]([CH3:20])([CH3:19])[CH3:18])=[O:15])[CH2:10][CH2:9]2)[CH2:5]1)#[N:2].[NH:22]1[CH:26]=[C:25]([C:27]2[C:28]3[CH:35]=[CH:34][N:33]([CH2:36][O:37][CH2:38][CH2:39][Si:40]([CH3:43])([CH3:42])[CH3:41])[C:29]=3[N:30]=[CH:31][N:32]=2)[CH:24]=[N:23]1.N12CCCN=C1CCCCC2. Product: [C:1]([CH2:3][C:4]1([N:22]2[CH:26]=[C:25]([C:27]3[C:28]4[CH:35]=[CH:34][N:33]([CH2:36][O:37][CH2:38][CH2:39][Si:40]([CH3:43])([CH3:42])[CH3:41])[C:29]=4[N:30]=[CH:31][N:32]=3)[CH:24]=[N:23]2)[CH2:5][N:6]([C:8]2([CH3:21])[CH2:9][CH2:10][N:11]([C:14]([O:16][C:17]([CH3:20])([CH3:19])[CH3:18])=[O:15])[CH2:12][CH2:13]2)[CH2:7]1)#[N:2]. The catalyst class is: 10.